The task is: Predict which catalyst facilitates the given reaction.. This data is from Catalyst prediction with 721,799 reactions and 888 catalyst types from USPTO. (1) Reactant: [Br:1][C:2]1[CH:3]=[C:4]([CH:7]=[CH:8][CH:9]=1)[CH:5]=[O:6].C(=O)=O.CC(C)=O.[CH2:17]([Mg]Cl)[CH2:18][CH2:19][CH3:20]. Product: [Br:1][C:2]1[CH:3]=[C:4]([CH:5]([OH:6])[CH2:17][CH2:18][CH2:19][CH3:20])[CH:7]=[CH:8][CH:9]=1. The catalyst class is: 1. (2) Reactant: Cl[C:2]1[CH:23]=[CH:22][C:5]2[N:6]=[C:7]([N:9]3[CH2:14][CH2:13][N:12]([C:15]([O:17][C:18]([CH3:21])([CH3:20])[CH3:19])=[O:16])[CH2:11][CH2:10]3)[S:8][C:4]=2[CH:3]=1.[NH:24]1[CH2:29][CH2:28][CH2:27][CH2:26][CH2:25]1.C1(P(C2CCCCC2)C2C=CC=CC=2C2C=CC=CC=2N(C)C)CCCCC1.CC(C)([O-])C.[Na+]. Product: [N:24]1([C:2]2[CH:23]=[CH:22][C:5]3[N:6]=[C:7]([N:9]4[CH2:14][CH2:13][N:12]([C:15]([O:17][C:18]([CH3:21])([CH3:20])[CH3:19])=[O:16])[CH2:11][CH2:10]4)[S:8][C:4]=3[CH:3]=2)[CH2:29][CH2:28][CH2:27][CH2:26][CH2:25]1. The catalyst class is: 187. (3) Reactant: [C:1]([O:5][C:6]([N:8]1[CH2:12][CH2:11][CH2:10][C@@H:9]1[CH2:13][O:14][C:15]1[CH:20]=[CH:19][C:18]([O:21]CC2C=CC=CC=2)=[CH:17][CH:16]=1)=[O:7])([CH3:4])([CH3:3])[CH3:2].C1COCC1. Product: [C:1]([O:5][C:6]([N:8]1[CH2:12][CH2:11][CH2:10][C@@H:9]1[CH2:13][O:14][C:15]1[CH:20]=[CH:19][C:18]([OH:21])=[CH:17][CH:16]=1)=[O:7])([CH3:4])([CH3:2])[CH3:3]. The catalyst class is: 256. (4) Reactant: [F:1][C:2]1([F:54])[CH2:7][CH2:6][CH:5]([C:8]2[C:17]3[C@@H:16]([OH:18])[CH2:15][C:14]([CH3:20])([CH3:19])[CH2:13][C:12]=3[N:11]=[C:10]([CH:21]3[CH2:26][CH2:25][N:24]([C:27]4[N:32]=[CH:31][C:30]([O:33][CH2:34][C@@H:35]5[CH2:39][O:38]C(C)(C)[O:36]5)=[CH:29][N:28]=4)[CH2:23][CH2:22]3)[C:9]=2[C@@H:42]([F:53])[C:43]2[CH:48]=[CH:47][C:46]([C:49]([F:52])([F:51])[F:50])=[CH:45][CH:44]=2)[CH2:4][CH2:3]1.Cl.[OH-].[Na+].[Cl-].[Na+]. Product: [F:54][C:2]1([F:1])[CH2:3][CH2:4][CH:5]([C:8]2[C:17]3[C@@H:16]([OH:18])[CH2:15][C:14]([CH3:19])([CH3:20])[CH2:13][C:12]=3[N:11]=[C:10]([CH:21]3[CH2:26][CH2:25][N:24]([C:27]4[N:32]=[CH:31][C:30]([O:33][CH2:34][C@@H:35]([OH:36])[CH2:39][OH:38])=[CH:29][N:28]=4)[CH2:23][CH2:22]3)[C:9]=2[C@@H:42]([F:53])[C:43]2[CH:48]=[CH:47][C:46]([C:49]([F:50])([F:52])[F:51])=[CH:45][CH:44]=2)[CH2:6][CH2:7]1. The catalyst class is: 5. (5) Reactant: [CH2:1]([N:4]([CH2:26][CH2:27][CH3:28])[C:5]([C:7]1[CH:8]=[C:9]([CH:14]=[C:15]([C:17]2[N:18]([CH2:22][O:23][CH2:24][CH3:25])[CH:19]=[CH:20][N:21]=2)[CH:16]=1)[C:10]([O:12]C)=[O:11])=[O:6])[CH2:2][CH3:3].[OH-].[Li+]. Product: [CH2:26]([N:4]([CH2:1][CH2:2][CH3:3])[C:5]([C:7]1[CH:8]=[C:9]([CH:14]=[C:15]([C:17]2[N:18]([CH2:22][O:23][CH2:24][CH3:25])[CH:19]=[CH:20][N:21]=2)[CH:16]=1)[C:10]([OH:12])=[O:11])=[O:6])[CH2:27][CH3:28]. The catalyst class is: 193.